Dataset: Catalyst prediction with 721,799 reactions and 888 catalyst types from USPTO. Task: Predict which catalyst facilitates the given reaction. (1) Reactant: [CH2:1]=[C:2]1[O:6][C:4](=[O:5])[CH2:3]1.[NH2:7][CH2:8][CH2:9][CH2:10][CH2:11][N:12]1[CH2:17][CH2:16][C:15]([C:24]2[CH:29]=[CH:28][CH:27]=[CH:26][CH:25]=2)([C:18]2[CH:23]=[CH:22][CH:21]=[CH:20][CH:19]=2)[CH2:14][CH2:13]1. Product: [C:18]1([C:15]2([C:24]3[CH:29]=[CH:28][CH:27]=[CH:26][CH:25]=3)[CH2:14][CH2:13][N:12]([CH2:11][CH2:10][CH2:9][CH2:8][NH:7][C:4](=[O:5])[CH2:3][C:2]([CH3:1])=[O:6])[CH2:17][CH2:16]2)[CH:19]=[CH:20][CH:21]=[CH:22][CH:23]=1. The catalyst class is: 1. (2) Reactant: C([N:8]1[CH2:13][CH2:12][CH:11]([NH:14][C:15]2[N:24]=[CH:23][C:22]3[CH2:21][CH2:20][C:19]4[C:25]([C:29]([NH2:31])=[O:30])=[N:26][N:27]([CH3:28])[C:18]=4[C:17]=3[N:16]=2)[CH2:10][CH2:9]1)C1C=CC=CC=1.C(O)=O. Product: [CH3:28][N:27]1[C:18]2[C:17]3[N:16]=[C:15]([NH:14][CH:11]4[CH2:10][CH2:9][NH:8][CH2:13][CH2:12]4)[N:24]=[CH:23][C:22]=3[CH2:21][CH2:20][C:19]=2[C:25]([C:29]([NH2:31])=[O:30])=[N:26]1. The catalyst class is: 29. (3) Reactant: COC(=O)[C:4]1[CH:9]=[CH:8][C:7]([Cl:10])=[CH:6][C:5]=1[N:11](C(OC(C)(C)C)=O)[CH2:12][CH2:13][CH2:14][C:15]([O:17]C)=O.CC(C)([O-])C.[K+]. Product: [Cl:10][C:7]1[CH:8]=[CH:9][C:4]2[C:15](=[O:17])[CH2:14][CH2:13][CH2:12][NH:11][C:5]=2[CH:6]=1. The catalyst class is: 11.